Dataset: Reaction yield outcomes from USPTO patents with 853,638 reactions. Task: Predict the reaction yield, written as a fraction of the theoretical maximum amount of product (1.0 means a 100% yield; for example, 0.34 means a 34% yield). The product is [NH2:1][C:2]1[C:7]([O:8][CH:9]2[C:13]3([CH2:15][CH2:14]3)[CH2:12][N:11]([C:16]([O:18][C:19]([CH3:22])([CH3:21])[CH3:20])=[O:17])[CH2:10]2)=[CH:6][C:5]([C:16]([O:18][CH3:19])=[O:17])=[CH:4][N:3]=1. The yield is 0.320. The catalyst is CO.CCOC(C)=O.CC([O-])=O.CC([O-])=O.[Pd+2]. The reactants are [NH2:1][C:2]1[C:7]([O:8][CH:9]2[C:13]3([CH2:15][CH2:14]3)[CH2:12][N:11]([C:16]([O:18][C:19]([CH3:22])([CH3:21])[CH3:20])=[O:17])[CH2:10]2)=[CH:6][C:5](Br)=[CH:4][N:3]=1.C1C=CC(P(C2C=CC=CC=2)CCCP(C2C=CC=CC=2)C2C=CC=CC=2)=CC=1.CCN(C(C)C)C(C)C.[C]=O.